From a dataset of Catalyst prediction with 721,799 reactions and 888 catalyst types from USPTO. Predict which catalyst facilitates the given reaction. (1) Reactant: [CH2:1]([O:4][C:5]1[CH:10]=[CH:9][C:8]([C:11]([C:21]2[CH:26]=[CH:25][C:24]([O:27][CH2:28][CH:29]=[CH2:30])=[CH:23][CH:22]=2)([CH3:20])[CH2:12][CH2:13][C:14](OCC=C)=[O:15])=[CH:7][CH:6]=1)[CH:2]=[CH2:3].O1CCCC1.[H-].COCCO[Al+]OCCOC.[Na+].[H-].Cl. Product: [CH2:28]([O:27][C:24]1[CH:25]=[CH:26][C:21]([C:11]([C:8]2[CH:9]=[CH:10][C:5]([O:4][CH2:1][CH:2]=[CH2:3])=[CH:6][CH:7]=2)([CH3:20])[CH2:12][CH2:13][CH2:14][OH:15])=[CH:22][CH:23]=1)[CH:29]=[CH2:30]. The catalyst class is: 133. (2) Reactant: [Mg].Br[CH:3]([CH:5](Br)[CH3:6])[CH3:4].C[O:9][C:10]([C:12]1[CH:16]=[C:15]([C:17]2[S:18][C:19]([C:22]3[CH:27]=[CH:26][CH:25]=[C:24]([S:28]([CH3:31])(=[O:30])=[O:29])[CH:23]=3)=[CH:20][CH:21]=2)[N:14]([C:32]2[CH:37]=[CH:36][CH:35]=[CH:34][C:33]=2[Cl:38])[N:13]=1)=O.[NH4+].[Cl-]. Product: [Cl:38][C:33]1[CH:34]=[CH:35][CH:36]=[CH:37][C:32]=1[N:14]1[C:15]([C:17]2[S:18][C:19]([C:22]3[CH:27]=[CH:26][CH:25]=[C:24]([S:28]([CH3:31])(=[O:30])=[O:29])[CH:23]=3)=[CH:20][CH:21]=2)=[CH:16][C:12]([C:10]2([OH:9])[CH2:6][CH2:5][CH2:3][CH2:4]2)=[N:13]1. The catalyst class is: 1. (3) Reactant: [CH2:1]([Mg]Br)[CH3:2].CO[C:7]1[C:16]2[C:11](=[CH:12][CH:13]=[CH:14][CH:15]=2)[CH:10]=[CH:9][C:8]=1[C:17]([OH:19])=[O:18]. Product: [CH2:1]([C:7]1[C:16]2[C:11](=[CH:12][CH:13]=[CH:14][CH:15]=2)[CH:10]=[CH:9][C:8]=1[C:17]([OH:19])=[O:18])[CH3:2]. The catalyst class is: 1. (4) Reactant: [F:1][C:2]1[CH:23]=[CH:22][C:5]([CH2:6][CH2:7][N:8]2[C:16]3[C:11](=[CH:12][C:13]([Cl:17])=[CH:14][CH:15]=3)[C:10]([CH2:18][CH2:19][NH:20][CH3:21])=[CH:9]2)=[CH:4][CH:3]=1.[C:24](O)(C(F)(F)F)=O.C=O. Product: [F:1][C:2]1[CH:3]=[CH:4][C:5]([CH2:6][CH2:7][N:8]2[C:16]3[C:11](=[CH:12][C:13]([Cl:17])=[CH:14][CH:15]=3)[C:10]3[CH2:18][CH2:19][N:20]([CH3:24])[CH2:21][C:9]2=3)=[CH:22][CH:23]=1. The catalyst class is: 10.